Dataset: Full USPTO retrosynthesis dataset with 1.9M reactions from patents (1976-2016). Task: Predict the reactants needed to synthesize the given product. (1) Given the product [C:26]([O:29][CH2:30][C:31]1[C:36]([C:2]2[CH:3]=[C:4]([NH:10][C:11]3[CH:16]=[CH:15][C:14]([N:17]4[CH:22]5[CH2:23][CH2:24][CH:18]4[CH2:19][N:20]([CH3:25])[CH2:21]5)=[CH:13][N:12]=3)[C:5](=[O:9])[N:6]([CH3:8])[N:7]=2)=[CH:35][CH:34]=[CH:33][C:32]=1[N:46]1[N:55]=[CH:54][C:53]2[C:48](=[C:49]([F:60])[CH:50]=[C:51]([C:56]([CH3:58])([CH3:57])[CH3:59])[CH:52]=2)[C:47]1=[O:61])(=[O:28])[CH3:27], predict the reactants needed to synthesize it. The reactants are: Cl[C:2]1[CH:3]=[C:4]([NH:10][C:11]2[CH:16]=[CH:15][C:14]([N:17]3[C@H:22]4[CH2:23][CH2:24][C@@H:18]3[CH2:19][N:20]([CH3:25])[CH2:21]4)=[CH:13][N:12]=2)[C:5](=[O:9])[N:6]([CH3:8])[N:7]=1.[C:26]([O:29][CH2:30][C:31]1[C:36](B2OC(C)(C)C(C)(C)O2)=[CH:35][CH:34]=[CH:33][C:32]=1[N:46]1[N:55]=[CH:54][C:53]2[C:48](=[C:49]([F:60])[CH:50]=[C:51]([C:56]([CH3:59])([CH3:58])[CH3:57])[CH:52]=2)[C:47]1=[O:61])(=[O:28])[CH3:27].CC(C1C=C(C(C)C)C(C2C=CC=CC=2P(C2CCCCC2)C2CCCCC2)=C(C(C)C)C=1)C.P([O-])([O-])([O-])=O.[K+].[K+].[K+]. (2) Given the product [NH:8]1[CH2:9][CH:10]([O:12][C:13]2[C:22]([C:23]3[CH:24]=[N:25][N:26]([CH:28]4[CH2:29][CH2:30]4)[CH:27]=3)=[CH:21][CH:20]=[C:19]3[C:14]=2[CH2:15][CH2:16][C@H:17]([CH3:35])[N:18]3[C:31]([O:33][CH3:34])=[O:32])[CH2:11]1, predict the reactants needed to synthesize it. The reactants are: C(OC([N:8]1[CH2:11][CH:10]([O:12][C:13]2[C:22]([C:23]3[CH:24]=[N:25][N:26]([CH:28]4[CH2:30][CH2:29]4)[CH:27]=3)=[CH:21][CH:20]=[C:19]3[C:14]=2[CH2:15][CH2:16][C@H:17]([CH3:35])[N:18]3[C:31]([O:33][CH3:34])=[O:32])[CH2:9]1)=O)(C)(C)C.FC(F)(F)C(O)=O. (3) Given the product [NH:6]1[C:5]2[CH:9]=[CH:10][C:2]([NH:1][C:12]([NH:11][CH2:14][CH:15]3[CH2:19][CH2:18][CH2:17][O:16]3)=[S:13])=[CH:3][C:4]=2[N:8]=[CH:7]1, predict the reactants needed to synthesize it. The reactants are: [NH2:1][C:2]1[CH:10]=[CH:9][C:5]2[NH:6][CH:7]=[N:8][C:4]=2[CH:3]=1.[N:11]([CH2:14][CH:15]1[CH2:19][CH2:18][CH2:17][O:16]1)=[C:12]=[S:13]. (4) Given the product [N:19]1[CH:20]=[CH:21][CH:22]=[C:17]([C:14]2[CH:15]=[C:16]3[C:8]([C:6]4[N:7]=[C:2]([N:29]5[CH2:34][CH2:33][CH2:32][C@H:31]([NH2:35])[CH2:30]5)[CH:3]=[CH:4][CH:5]=4)=[N:9][NH:10][C:11]3=[CH:12][N:13]=2)[CH:18]=1, predict the reactants needed to synthesize it. The reactants are: F[C:2]1[N:7]=[C:6]([C:8]2[C:16]3[C:11](=[CH:12][N:13]=[C:14]([C:17]4[CH:18]=[N:19][CH:20]=[CH:21][CH:22]=4)[CH:15]=3)[N:10](C3CCCCO3)[N:9]=2)[CH:5]=[CH:4][CH:3]=1.[NH:29]1[CH2:34][CH2:33][CH2:32][C@@H:31]([NH:35]C(=O)OCC2C=CC=CC=2)[CH2:30]1. (5) Given the product [NH:23]=[C:8]1[NH:13][C@@:12]([C:14]2[O:15][C:33]([C:32]3[CH:31]=[C:30]([CH:38]=[CH:37][CH:36]=3)[C:28]#[N:29])=[N:17][N:16]=2)([CH3:18])[CH2:11][C:10](=[O:19])[N:9]1[CH3:20], predict the reactants needed to synthesize it. The reactants are: C(OC([C@H:8]1[NH:13][C:12]([CH3:18])([C:14]([NH:16][NH2:17])=[O:15])[CH2:11][C:10](=[O:19])[N:9]1[CH3:20])=O)(C)(C)C.CC[N:23](CC)CC.[C:28]([C:30]1[CH:31]=[C:32]([CH:36]=[CH:37][CH:38]=1)[C:33](Cl)=O)#[N:29].S(Cl)(C1C=CC(C)=CC=1)(=O)=O.